This data is from Full USPTO retrosynthesis dataset with 1.9M reactions from patents (1976-2016). The task is: Predict the reactants needed to synthesize the given product. (1) Given the product [CH:36]([C:38]1[CH:43]=[C:42]([C:2]2[CH:3]=[C:4]3[C:10]([NH:11][C:12]([C:14]4[CH:15]=[N:16][N:17]([CH2:19][C:20]5[CH:25]=[CH:24][CH:23]=[CH:22][CH:21]=5)[CH:18]=4)=[O:13])=[CH:9][N:8]([S:26]([C:29]4[CH:34]=[CH:33][C:32]([CH3:35])=[CH:31][CH:30]=4)(=[O:28])=[O:27])[C:5]3=[N:6][CH:7]=2)[CH:41]=[CH:40][CH:39]=1)=[O:37], predict the reactants needed to synthesize it. The reactants are: Br[C:2]1[CH:3]=[C:4]2[C:10]([NH:11][C:12]([C:14]3[CH:15]=[N:16][N:17]([CH2:19][C:20]4[CH:25]=[CH:24][CH:23]=[CH:22][CH:21]=4)[CH:18]=3)=[O:13])=[CH:9][N:8]([S:26]([C:29]3[CH:34]=[CH:33][C:32]([CH3:35])=[CH:31][CH:30]=3)(=[O:28])=[O:27])[C:5]2=[N:6][CH:7]=1.[CH:36]([C:38]1[CH:39]=[C:40](B(O)O)[CH:41]=[CH:42][CH:43]=1)=[O:37].C([O-])([O-])=O.[K+].[K+]. (2) Given the product [C:1]1([S:7]([N:10]2[C:14]3=[N:15][CH:16]=[CH:17][CH:18]=[C:13]3[CH:12]=[C:11]2[C:19]([C:44]2[CH:45]=[CH:46][C:41]([S:38]([CH3:37])(=[O:40])=[O:39])=[CH:42][CH:43]=2)=[CH:20][CH:21]2[CH2:25][CH2:24][CH2:23][O:22]2)(=[O:8])=[O:9])[CH:6]=[CH:5][CH:4]=[CH:3][CH:2]=1, predict the reactants needed to synthesize it. The reactants are: [C:1]1([S:7]([N:10]2[C:14]3=[N:15][CH:16]=[CH:17][CH:18]=[C:13]3[CH:12]=[C:11]2[C:19](OS(C2C=CC(C)=CC=2)(=O)=O)=[CH:20][CH:21]2[CH2:25][CH2:24][CH2:23][O:22]2)(=[O:9])=[O:8])[CH:6]=[CH:5][CH:4]=[CH:3][CH:2]=1.[CH3:37][S:38]([C:41]1[CH:46]=[CH:45][C:44](B(O)O)=[CH:43][CH:42]=1)(=[O:40])=[O:39].C(=O)([O-])[O-].[Na+].[Na+]. (3) Given the product [CH3:1][N:2]1[C:6]([CH3:7])=[CH:5][C:4]([C:8]2[C:10]3[CH2:16][CH2:15][CH2:14][C:13]4[CH:17]=[C:18]([N:21]5[CH2:25][C@H:24]([CH2:26][NH:27][C:28](=[O:30])[CH3:29])[O:23][C:22]5=[O:31])[CH:19]=[CH:20][C:12]=4[C:11]=3[NH:35][N:34]=2)=[N:3]1, predict the reactants needed to synthesize it. The reactants are: [CH3:1][N:2]1[C:6]([CH3:7])=[CH:5][C:4]([C:8]([CH:10]2[CH2:16][CH2:15][CH2:14][C:13]3[CH:17]=[C:18]([N:21]4[CH2:25][C@H:24]([CH2:26][NH:27][C:28](=[O:30])[CH3:29])[O:23][C:22]4=[O:31])[CH:19]=[CH:20][C:12]=3[C:11]2=O)=O)=[N:3]1.O.[NH2:34][NH2:35].